Dataset: Reaction yield outcomes from USPTO patents with 853,638 reactions. Task: Predict the reaction yield, written as a fraction of the theoretical maximum amount of product (1.0 means a 100% yield; for example, 0.34 means a 34% yield). (1) The reactants are [F:1][C:2]1([C:12]2[S:13][CH:14]=[CH:15][N:16]=2)[CH2:11][CH2:10][C:5]2(OCC[O:6]2)[CH2:4][CH2:3]1.Cl. The catalyst is O1CCOCC1. The product is [F:1][C:2]1([C:12]2[S:13][CH:14]=[CH:15][N:16]=2)[CH2:3][CH2:4][C:5](=[O:6])[CH2:10][CH2:11]1. The yield is 0.740. (2) The reactants are F[C:2]1[CH:9]=[CH:8][CH:7]=[CH:6][C:3]=1[CH:4]=[O:5].[CH:10]([C:13]1[CH:14]=[C:15]([OH:19])[CH:16]=[CH:17][CH:18]=1)([CH3:12])[CH3:11].C(=O)([O-])[O-].[K+].[K+].O. The catalyst is CN(C=O)C. The product is [CH:10]([C:13]1[CH:14]=[C:15]([CH:16]=[CH:17][CH:18]=1)[O:19][C:2]1[CH:9]=[CH:8][CH:7]=[CH:6][C:3]=1[CH:4]=[O:5])([CH3:12])[CH3:11]. The yield is 0.570. (3) The reactants are [CH3:1][N:2](C=O)C.CI.CN(C)[CH2:10][C:11]1[C:19]2[C:14](=[CH:15][C:16]([N+:20]([O-:22])=[O:21])=[CH:17][CH:18]=2)[NH:13][CH:12]=1.[C-]#N.[K+]. The catalyst is O.C1COCC1. The product is [N+:20]([C:16]1[CH:15]=[C:14]2[C:19]([C:11]([CH2:10][C:1]#[N:2])=[CH:12][NH:13]2)=[CH:18][CH:17]=1)([O-:22])=[O:21]. The yield is 0.360.